This data is from Reaction yield outcomes from USPTO patents with 853,638 reactions. The task is: Predict the reaction yield, written as a fraction of the theoretical maximum amount of product (1.0 means a 100% yield; for example, 0.34 means a 34% yield). The reactants are [NH2:1][C:2]1[CH:14]=[CH:13][C:12]2[C@@H:11]3[C@@H:6]([N:7]([C:15]([C:17]4[CH:25]=[CH:24][C:20]5[NH:21][CH:22]=[N:23][C:19]=5[CH:18]=4)=[O:16])[CH2:8][CH2:9][CH2:10]3)[CH2:5][C:4]=2[C:3]=1[OH:26].C(OCC)(OCC)O[CH2:29][CH3:30]. No catalyst specified. The product is [NH:21]1[C:20]2[CH:24]=[CH:25][C:17]([C:15]([N:7]3[C@H:6]4[C@H:11]([C:12]5[CH:4]=[C:3]6[O:26][C:29]([CH3:30])=[N:1][C:2]6=[CH:14][C:13]=5[CH2:5]4)[CH2:10][CH2:9][CH2:8]3)=[O:16])=[CH:18][C:19]=2[N:23]=[CH:22]1. The yield is 0.640.